Task: Predict the reaction yield, written as a fraction of the theoretical maximum amount of product (1.0 means a 100% yield; for example, 0.34 means a 34% yield).. Dataset: Reaction yield outcomes from USPTO patents with 853,638 reactions The reactants are [O:1]=[C:2]1[NH:7][C:6]2[CH:8]=[C:9]([CH2:12][N:13]3[CH2:18][CH2:17][N:16]([C:19]4[CH:27]=[CH:26][C:22]([C:23]([OH:25])=O)=[CH:21][CH:20]=4)[CH2:15][CH2:14]3)[CH:10]=[N:11][C:5]=2[N:4]2[CH2:28][CH2:29][S:30][CH2:31][C@@H:3]12.Cl.[CH2:33]([N:35]=C=NCCCN(C)C)[CH3:34].O.N1(O)C2C=CC=CC=2N=N1.Cl.C(N)C.CN1CCOCC1. The catalyst is CN(C=O)C. The product is [CH2:33]([NH:35][C:23](=[O:25])[C:22]1[CH:26]=[CH:27][C:19]([N:16]2[CH2:17][CH2:18][N:13]([CH2:12][C:9]3[CH:10]=[N:11][C:5]4[N:4]5[CH2:28][CH2:29][S:30][CH2:31][C@H:3]5[C:2](=[O:1])[NH:7][C:6]=4[CH:8]=3)[CH2:14][CH2:15]2)=[CH:20][CH:21]=1)[CH3:34]. The yield is 0.226.